From a dataset of Full USPTO retrosynthesis dataset with 1.9M reactions from patents (1976-2016). Predict the reactants needed to synthesize the given product. (1) Given the product [I:26][C:6]1[N:2]([CH3:1])[C:3]([S:18][C:12]2[CH:17]=[CH:16][CH:15]=[CH:14][CH:13]=2)=[N:4][CH:5]=1, predict the reactants needed to synthesize it. The reactants are: [CH3:1][N:2]1[CH:6]=[CH:5][N:4]=[CH:3]1.[Li]CCCC.[C:12]1([S:18][S:18][C:12]2[CH:17]=[CH:16][CH:15]=[CH:14][CH:13]=2)[CH:17]=[CH:16][CH:15]=[CH:14][CH:13]=1.[I:26]I.S(=O)(O)[O-].[Na+]. (2) Given the product [C:3]1([CH2:2][CH2:1][CH:11]([OH:20])[CH2:12][CH2:13][C:14]2[CH:19]=[CH:18][CH:17]=[CH:16][CH:15]=2)[CH:8]=[CH:7][CH:6]=[CH:5][CH:4]=1, predict the reactants needed to synthesize it. The reactants are: [CH2:1]([Mg]Br)[CH2:2][C:3]1[CH:8]=[CH:7][CH:6]=[CH:5][CH:4]=1.[CH:11](=[O:20])[CH2:12][CH2:13][C:14]1[CH:19]=[CH:18][CH:17]=[CH:16][CH:15]=1.Cl. (3) The reactants are: C([O:3][C:4]([C:6]1[NH:14][C:13]2[C:8](=[N:9][C:10]([O:15][CH3:16])=[CH:11][CH:12]=2)[CH:7]=1)=[O:5])C.[OH-].[Na+].C(O)(=O)C. Given the product [CH3:16][O:15][C:10]1[N:9]=[C:8]2[CH:7]=[C:6]([C:4]([OH:5])=[O:3])[NH:14][C:13]2=[CH:12][CH:11]=1, predict the reactants needed to synthesize it. (4) Given the product [C:1]1([C:7]2[C:22]([C:23]3[CH:24]=[CH:25][C:26]([C:29]4([NH2:33])[CH2:32][CH2:31][CH2:30]4)=[CH:27][CH:28]=3)=[N:21][C:10]3[O:11][CH2:12][CH2:13][N:14]([C:15]4[CH:16]=[N:17][CH:18]=[CH:19][CH:20]=4)[C:9]=3[CH:8]=2)[CH:6]=[CH:5][CH:4]=[CH:3][CH:2]=1, predict the reactants needed to synthesize it. The reactants are: [C:1]1([C:7]2[C:22]([C:23]3[CH:28]=[CH:27][C:26]([C:29]4([NH:33]C(=O)OC(C)(C)C)[CH2:32][CH2:31][CH2:30]4)=[CH:25][CH:24]=3)=[N:21][C:10]3[O:11][CH2:12][CH2:13][N:14]([C:15]4[CH:16]=[N:17][CH:18]=[CH:19][CH:20]=4)[C:9]=3[CH:8]=2)[CH:6]=[CH:5][CH:4]=[CH:3][CH:2]=1. (5) Given the product [ClH:40].[C:1]1([C:7]2[N:8]=[C:9]3[C:15]4[CH:16]=[CH:17][CH:18]=[CH:19][C:14]=4[NH:13][C:12]4[N:20]=[CH:21][CH:22]=[CH:23][C:11]=4[N:10]3[C:24]=2[C:25]2[CH:26]=[CH:27][C:28]([CH2:29][NH2:30])=[CH:38][CH:39]=2)[CH:2]=[CH:3][CH:4]=[CH:5][CH:6]=1, predict the reactants needed to synthesize it. The reactants are: [C:1]1([C:7]2[N:8]=[C:9]3[C:15]4[CH:16]=[CH:17][CH:18]=[CH:19][C:14]=4[NH:13][C:12]4[N:20]=[CH:21][CH:22]=[CH:23][C:11]=4[N:10]3[C:24]=2[C:25]2[CH:39]=[CH:38][C:28]([CH2:29][NH:30]C(=O)OC(C)(C)C)=[CH:27][CH:26]=2)[CH:6]=[CH:5][CH:4]=[CH:3][CH:2]=1.[ClH:40].